Dataset: NCI-60 drug combinations with 297,098 pairs across 59 cell lines. Task: Regression. Given two drug SMILES strings and cell line genomic features, predict the synergy score measuring deviation from expected non-interaction effect. Cell line: SK-OV-3. Synergy scores: CSS=29.8, Synergy_ZIP=0.537, Synergy_Bliss=-0.101, Synergy_Loewe=-23.6, Synergy_HSA=0.635. Drug 2: CC1C(C(CC(O1)OC2CC(CC3=C2C(=C4C(=C3O)C(=O)C5=C(C4=O)C(=CC=C5)OC)O)(C(=O)CO)O)N)O.Cl. Drug 1: C1CC(=O)NC(=O)C1N2C(=O)C3=CC=CC=C3C2=O.